This data is from Catalyst prediction with 721,799 reactions and 888 catalyst types from USPTO. The task is: Predict which catalyst facilitates the given reaction. (1) Reactant: [S:1]1[C:5]2[CH:6]=[CH:7][C:8]([OH:10])=[CH:9][C:4]=2[N:3]=[CH:2]1.[Br:11][CH2:12][CH2:13][CH2:14][CH2:15]Br.C([O-])([O-])=O.[K+].[K+]. Product: [Br:11][CH2:12][CH2:13][CH2:14][CH2:15][O:10][C:8]1[CH:7]=[CH:6][C:5]2[S:1][CH:2]=[N:3][C:4]=2[CH:9]=1. The catalyst class is: 14. (2) Reactant: O.[Cl:2][C:3]1[CH:8]=[CH:7][C:6]([CH:9]2[CH:14]([NH2:15])[CH2:13][CH2:12][CH2:11][NH:10]2)=[CH:5][CH:4]=1.[CH3:16][C:17]1[CH:43]=[CH:42][C:20]([C:21]([O:23][C@H:24]([C@@H:28]([O:32][C:33](=[O:41])[C:34]2[CH:39]=[CH:38][C:37]([CH3:40])=[CH:36][CH:35]=2)[C:29]([O-:31])=[O:30])[C:25]([O-:27])=[O:26])=[O:22])=[CH:19][CH:18]=1. Product: [Cl:2][C:3]1[CH:8]=[CH:7][C:6]([C@H:9]2[C@@H:14]([NH2:15])[CH2:13][CH2:12][CH2:11][NH:10]2)=[CH:5][CH:4]=1.[CH3:16][C:17]1[CH:18]=[CH:19][C:20]([C:21]([O:23][C@H:24]([C@@H:28]([O:32][C:33](=[O:41])[C:34]2[CH:35]=[CH:36][C:37]([CH3:40])=[CH:38][CH:39]=2)[C:29]([O-:31])=[O:30])[C:25]([O-:27])=[O:26])=[O:22])=[CH:42][CH:43]=1. The catalyst class is: 8. (3) Reactant: Cl[C:2]1[C:3]2[S:10][CH:9]=[CH:8][C:4]=2[N:5]=[CH:6][N:7]=1.[C:11]([O:15][C:16](=[O:23])[NH:17][CH:18]1[CH2:22][CH2:21][NH:20][CH2:19]1)([CH3:14])([CH3:13])[CH3:12].C(N(C(C)C)CC)(C)C.C(OCC)(=O)C. Product: [C:11]([O:15][C:16](=[O:23])[NH:17][CH:18]1[CH2:22][CH2:21][N:20]([C:2]2[C:3]3[S:10][CH:9]=[CH:8][C:4]=3[N:5]=[CH:6][N:7]=2)[CH2:19]1)([CH3:14])([CH3:12])[CH3:13]. The catalyst class is: 32. (4) Reactant: [CH3:1][C:2]1[CH:7]=[CH:6][C:5]([C:8](=[O:12])[C:9](O)=[O:10])=[CH:4][CH:3]=1.S(Cl)([Cl:15])=O.CN(C)C=O. Product: [CH3:1][C:2]1[CH:7]=[CH:6][C:5]([C:8](=[O:12])[C:9]([Cl:15])=[O:10])=[CH:4][CH:3]=1. The catalyst class is: 11.